Dataset: Full USPTO retrosynthesis dataset with 1.9M reactions from patents (1976-2016). Task: Predict the reactants needed to synthesize the given product. (1) Given the product [CH3:17][O:18][C:2]1[CH:3]=[CH:4][CH:5]=[C:6]2[C:11]=1[C:10]([C:12]([O:14][CH3:15])=[O:13])=[C:9]([CH3:16])[CH:8]=[CH:7]2, predict the reactants needed to synthesize it. The reactants are: Br[C:2]1[CH:3]=[CH:4][CH:5]=[C:6]2[C:11]=1[C:10]([C:12]([O:14][CH3:15])=[O:13])=[C:9]([CH3:16])[CH:8]=[CH:7]2.[CH3:17][O-:18].[Na+].N1C=CC=CC=1.Cl. (2) Given the product [CH2:1]([O:3][C:4]([C:6]1[N:11]=[C:10]2[CH:12]=[CH:13][N:14]([CH2:24][CH:23]([F:26])[F:22])[C:9]2=[CH:8][C:7]=1[Cl:15])=[O:5])[CH3:2], predict the reactants needed to synthesize it. The reactants are: [CH2:1]([O:3][C:4]([C:6]1[N:11]=[C:10]2[CH:12]=[CH:13][NH:14][C:9]2=[CH:8][C:7]=1[Cl:15])=[O:5])[CH3:2].C(=O)([O-])[O-].[Cs+].[Cs+].[F:22][CH:23]([F:26])[CH2:24]I.[NH4+].[Cl-]. (3) Given the product [I:1][C:2]1[CH:3]=[C:4]2[C:8](=[CH:9][CH:10]=1)[NH:7][C:6](=[O:11])[C:5]2=[N:14][NH:13][C:15](=[O:28])[CH2:16][O:17][C:18]1[CH:19]=[C:20]([CH:25]=[CH:26][CH:27]=1)[C:21]([O:23][CH3:24])=[O:22], predict the reactants needed to synthesize it. The reactants are: [I:1][C:2]1[CH:3]=[C:4]2[C:8](=[CH:9][CH:10]=1)[NH:7][C:6](=[O:11])[C:5]2=O.[NH:13]([C:15](=[O:28])[CH2:16][O:17][C:18]1[CH:19]=[C:20]([CH:25]=[CH:26][CH:27]=1)[C:21]([O:23][CH3:24])=[O:22])[NH2:14]. (4) Given the product [C:3]([Si:7]([O:8][CH:9]1[C:17]2[C:12](=[C:13]([CH:18]([O:22][CH3:25])[CH:19]([F:20])[F:21])[CH:14]=[CH:15][CH:16]=2)[CH2:11][CH2:10]1)([CH3:24])[CH3:23])([CH3:6])([CH3:5])[CH3:4], predict the reactants needed to synthesize it. The reactants are: [H-].[Na+].[C:3]([Si:7]([CH3:24])([CH3:23])[O:8][CH:9]1[C:17]2[C:12](=[C:13]([CH:18]([OH:22])[CH:19]([F:21])[F:20])[CH:14]=[CH:15][CH:16]=2)[CH2:11][CH2:10]1)([CH3:6])([CH3:5])[CH3:4].[CH3:25]I.O. (5) Given the product [C:1]([O:5][C:6]([NH:8][C@H:9]1[C@@:14]([OH:15])([CH3:27])[C@@H:13]([CH3:16])[CH2:12][N:11]([C:17]([O:19][CH2:20][C:21]2[CH:22]=[CH:23][CH:24]=[CH:25][CH:26]=2)=[O:18])[CH2:10]1)=[O:7])([CH3:2])([CH3:3])[CH3:4], predict the reactants needed to synthesize it. The reactants are: [C:1]([O:5][C:6]([NH:8][C@H:9]1[C:14](=[O:15])[C@@H:13]([CH3:16])[CH2:12][N:11]([C:17]([O:19][CH2:20][C:21]2[CH:26]=[CH:25][CH:24]=[CH:23][CH:22]=2)=[O:18])[CH2:10]1)=[O:7])([CH3:4])([CH3:3])[CH3:2].[CH2:27]1COCC1.C[Mg]Cl. (6) Given the product [Br:5][C:6]1[CH:7]=[CH:8][C:9]2[N:13]=[C:12]([C:14](=[O:15])[CH2:1][CH3:2])[N:11]([CH3:20])[C:10]=2[CH:21]=1, predict the reactants needed to synthesize it. The reactants are: [CH2:1]([Mg]Br)[CH3:2].[Br:5][C:6]1[CH:7]=[CH:8][C:9]2[N:13]=[C:12]([C:14](N(OC)C)=[O:15])[N:11]([CH3:20])[C:10]=2[CH:21]=1. (7) Given the product [Cl:15][C:9]1[CH:8]=[CH:7][C:6]2[C:11](=[CH:12][CH:13]=[C:4]([N+:1]([O-:3])=[O:2])[CH:5]=2)[N:10]=1, predict the reactants needed to synthesize it. The reactants are: [N+:1]([C:4]1[CH:5]=[C:6]2[C:11](=[CH:12][CH:13]=1)[NH:10][C:9](=O)[CH2:8][CH2:7]2)([O-:3])=[O:2].[Cl:15]C1C(=O)C(C#N)=C(C#N)C(=O)C=1Cl.P(Cl)(Cl)(Cl)=O. (8) Given the product [CH3:16][C:17]1([CH3:31])[CH2:22][CH2:21][C:20]([C:5]2[CH:6]=[CH:7][CH:8]=[CH:9][C:4]=2[N+:1]([O-:3])=[O:2])=[CH:19][CH2:18]1, predict the reactants needed to synthesize it. The reactants are: [N+:1]([C:4]1[CH:9]=[CH:8][CH:7]=[CH:6][C:5]=1B(O)O)([O-:3])=[O:2].C(O)C.[CH3:16][C:17]1([CH3:31])[CH2:22][CH2:21][C:20](OS(C(F)(F)F)(=O)=O)=[CH:19][CH2:18]1.C(=O)([O-])[O-].[Na+].[Na+]. (9) Given the product [CH3:22][O:21][C:18]1[CH:19]=[CH:20][C:15]([N:12]2[C:11]3[CH:10]=[CH:9][CH:8]=[CH:7][C:6]=3[C:5]3[C:13]2=[CH:1][CH:2]=[CH:3][CH:4]=3)=[CH:16][CH:17]=1, predict the reactants needed to synthesize it. The reactants are: [CH:1]1[C:13]2[NH:12][C:11]3[C:6](=[CH:7][CH:8]=[CH:9][CH:10]=3)[C:5]=2[CH:4]=[CH:3][CH:2]=1.I[C:15]1[CH:20]=[CH:19][C:18]([O:21][CH3:22])=[CH:17][CH:16]=1.P([O-])([O-])([O-])=O.[K+].[K+].[K+].N[C@@H]1CCCC[C@H]1N. (10) Given the product [CH2:1]([O:8][C:9]1[C:16]([C:17]([CH3:20])([CH3:19])[CH3:18])=[CH:15][CH:14]=[CH:13][C:10]=1[OH:29])[C:2]1[CH:7]=[CH:6][CH:5]=[CH:4][CH:3]=1, predict the reactants needed to synthesize it. The reactants are: [CH2:1]([O:8][C:9]1[C:16]([C:17]([CH3:20])([CH3:19])[CH3:18])=[CH:15][CH:14]=[CH:13][C:10]=1C=O)[C:2]1[CH:7]=[CH:6][CH:5]=[CH:4][CH:3]=1.ClC1C=CC=C(C(OO)=[O:29])C=1.